This data is from Drug-target binding data from BindingDB using IC50 measurements. The task is: Regression. Given a target protein amino acid sequence and a drug SMILES string, predict the binding affinity score between them. We predict pIC50 (pIC50 = -log10(IC50 in M); higher means more potent). Dataset: bindingdb_ic50. (1) The drug is CC(C)(C)NS(=O)(=O)c1cncc(-c2ccn3nc(N)nc3c2)c1. The target protein (Q99570) has sequence MGNQLAGIAPSQILSVESYFSDIHDFEYDKSLGSTRFFKVARAKHREGLVVVKVFAIQDPTLPLTSYKQELEELKIRLNSAQNCLPFQKASEKASEKAAMLFRQYVRDNLYDRISTRPFLNNIEKRWIAFQILTAVDQAHKSGVRHGDIKTENVMVTSWNWVLLTDFASFKPTYLPEDNPADFNYFFDTSRRRTCYIAPERFVDGGMFATELEYMRDPSTPLVDLNSNQRTRGELKRAMDIFSAGCVIAELFTEGVPLFDLSQLLAYRNGHFFPEQVLNKIEDHSIRELVTQMIHREPDKRLEAEDYLKQQRGNAFPEIFYTFLQPYMAQFAKETFLSADERILVIRKDLGNIIHNLCGHDLPEKAEGEPKENGLVILVSVITSCLQTLKYCDSKLAALELILHLAPRLSVEILLDRITPYLLHFSNDSVPRVRAEALRTLTKVLALVKEVPRNDINIYPEYILPGIAHLAQDDATIVRLAYAENIALLAETALRFLELV.... The pIC50 is 5.0. (2) The compound is COc1ccccc1C(=O)Nc1cccc(NC(=O)c2ccccc2C(C)C)c1. The target protein (Q9NPC2) has sequence MKRQNVRTLSLIVCTFTYLLVGAAVFDALESDHEMREEEKLKAEEIRIKGKYNISSEDYRQLELVILQSEPHRAGVQWKFAGSFYFAITVITTIGYGHAAPGTDAGKAFCMFYAVLGIPLTLVMFQSLGERMNTFVRYLLKRIKKCCGMRNTDVSMENMVTVGFFSCMGTLCIGAAAFSQCEEWSFFHAYYYCFITLTTIGFGDYVALQTKGALQKKPLYVAFSFMYILVGLTVIGAFLNLVVLRFLTMNSEDERRDAEERASLAGNRNSMVIHIPEEPRPSRPRYKADVPDLQSVCSCTCYRSQDYGGRSVAPQNSFSAKLAPHYFHSISYKIEEISPSTLKNSLFPSPISSISPGLHSFTDHQRLMKRRKSV. The pIC50 is 6.0. (3) The compound is C[C@H](NC(=O)[C@@H]1CCCN1C(=O)C1CCCCC1C(=O)NO)C(N)=O. The target protein (P28838) has sequence MFLLPLPAAGRVVVRRLAVRRFGSRSLSTADMTKGLVLGIYSKEKEDDVPQFTSAGENFDKLLAGKLRETLNISGPPLKAGKTRTFYGLHQDFPSVVLVGLGKKAAGIDEQENWHEGKENIRAAVAAGCRQIQDLELSSVEVDPCGDAQAAAEGAVLGLYEYDDLKQKKKMAVSAKLYGSGDQEAWQKGVLFASGQNLARQLMETPANEMTPTRFAEIIEKNLKSASSKTEVHIRPKSWIEEQAMGSFLSVAKGSDEPPVFLEIHYKGSPNANEPPLVFVGKGITFDSGGISIKASANMDLMRADMGGAATICSAIVSAAKLNLPINIIGLAPLCENMPSGKANKPGDVVRAKNGKTIQVDNTDAEGRLILADALCYAHTFNPKVILNAATLTGAMDVALGSGATGVFTNSSWLWNKLFEASIETGDRVWRMPLFEHYTRQVVDCQLADVNNIGKYRSAGACTAAAFLKEFVTHPKWAHLDIAGVMTNKDEVPYLRKGMT.... The pIC50 is 2.3. (4) The pIC50 is 8.7. The small molecule is CNC(=O)c1ccc(/C=C/C(=O)NCC(=O)N(C)c2ccc(Cl)c(COc3cccc4c(N(C)C)cc(C)nc34)c2Cl)cc1. The target protein (P30411) has sequence MFSPWKISMFLSVREDSVPTTASFSADMLNVTLQGPTLNGTFAQSKCPQVEWLGWLNTIQPPFLWVLFVLATLENIFVLSVFCLHKSSCTVAEIYLGNLAAADLILACGLPFWAITISNNFDWLFGETLCRVVNAIISMNLYSSICFLMLVSIDRYLALVKTMSMGRMRGVRWAKLYSLVIWGCTLLLSSPMLVFRTMKEYSDEGHNVTACVISYPSLIWEVFTNMLLNVVGFLLPLSVITFCTMQIMQVLRNNEMQKFKEIQTERRATVLVLVVLLLFIICWLPFQISTFLDTLHRLGILSSCQDERIIDVITQIASFMAYSNSCLNPLVYVIVGKRFRKKSWEVYQGVCQKGGCRSEPIQMENSMGTLRTSISVERQIHKLQDWAGSRQ. (5) The compound is COc1cc2nc(N3CCC(N4CCCCC4)CC3)nc(NC3CCCCCC3)c2cc1OC. The target protein (P51680) has sequence MNATEVTDTTQDETVYNSYYFYESMPKPCTKEGIKAFGEVFLPPLYSLVFLLGLFGNSVVVLVLFKYKRLKSMTDVYLLNLAISDLLFVLSLPFWGYYAADQWVFGLGLCKIVSWMYLVGFYSGIFFIMLMSIDRYLAIVHAVFSLKARTLTYGVITSLITWSVAVFASLPGLLFSTCYTEHNHTYCKTQYSVNSTTWKVLSSLEINVLGLLIPLGIMLFCYSMIIRTLQHCKNEKKNRAVRMIFAVVVLFLGFWTPYNVVLFLETLVELEVLQDCTLERYLDYAIQATETLAFIHCCLNPVIYFFLGEKFRKYITQLFRTCRGPLVLCKHCDFLQVYSADMSSSSYTQSTVDHDFRDAL. The pIC50 is 7.4. (6) The drug is CC#C[C@H]1CN(S(=O)(=O)c2ccc(N)nc2)CCN1c1ccc([C@@](O)(CO)C(F)(F)F)cc1. The target protein (Q14397) has sequence MPGTKRFQHVIETPEPGKWELSGYEAAVPITEKSNPLTQDLDKADAENIVRLLGQCDAEIFQEEGQALSTYQRLYSESILTTMVQVAGKVQEVLKEPDGGLVVLSGGGTSGRMAFLMSVSFNQLMKGLGQKPLYTYLIAGGDRSVVASREGTEDSALHGIEELKKVAAGKKRVIVIGISVGLSAPFVAGQMDCCMNNTAVFLPVLVGFNPVSMARNDPIEDWSSTFRQVAERMQKMQEKQKAFVLNPAIGPEGLSGSSRMKGGSATKILLETLLLAAHKTVDQGIAASQRCLLEILRTFERAHQVTYSQSPKIATLMKSVSTSLEKKGHVYLVGWQTLGIIAIMDGVECIHTFGADFRDVRGFLIGDHSDMFNQKAELTNQGPQFTFSQEDFLTSILPSLTEIDTVVFIFTLDDNLTEVQTIVEQVKEKTNHIQALAHSTVGQTLPIPLKKLFPSIISITWPLLFFEYEGNFIQKFQRELSTKWVLNTVSTGAHVLLGKI.... The pIC50 is 8.2. (7) The drug is CCN(CC)c1ccc(CN=Nc2ccc(C)cc2)c(O)c1. The target protein (P15273) has sequence MNLSLSDLHRQVSRLVQQESGDCTGKLRGNVAANKETTFQGLTIASGARESEKVFAQTVLSHVANIVLTQEDTAKLLQSTVKHNLNNYELRSVGNGNSVLVSLRSDQMTLQDAKVLLEAALRQESGARGHVSSHSHSVLHAPGTPVREGLRSHLDPRTPPLPPRERPHTSGHHGAGEARATAPSTVSPYGPEARAELSSRLTTLRNTLAPATNDPRYLQACGGEKLNRFRDIQCCRQTAVRADLNANYIQVGNTRTIACQYPLQSQLESHFRMLAENRTPVLAVLASSSEIANQRFGMPDYFRQSGTYGSITVESKMTQQVGLGDGIMADMYTLTIREAGQKTISVPVVHVGNWPDQTAVSSEVTKALASLVDQTAETKRNMYESKGSSAVADDSKLRPVIHCRAGVGRTAQLIGAMCMNDSRNSQLSVEDMVSQMRVQRNGIMVQKDEQLDVLIKLAEGQGRPLLNS. The pIC50 is 4.3. (8) The drug is C[C@@H](NC(=O)[C@@H](N)Cc1ccc(O)cc1)C(=O)NCC(=O)N(C)[C@@H](Cc1ccccc1)C(=O)NCCO. The target protein (P35372) has sequence MDSSAAPTNASNCTDALAYSSCSPAPSPGSWVNLSHLDGNLSDPCGPNRTDLGGRDSLCPPTGSPSMITAITIMALYSIVCVVGLFGNFLVMYVIVRYTKMKTATNIYIFNLALADALATSTLPFQSVNYLMGTWPFGTILCKIVISIDYYNMFTSIFTLCTMSVDRYIAVCHPVKALDFRTPRNAKIINVCNWILSSAIGLPVMFMATTKYRQGSIDCTLTFSHPTWYWENLLKICVFIFAFIMPVLIITVCYGLMILRLKSVRMLSGSKEKDRNLRRITRMVLVVVAVFIVCWTPIHIYVIIKALVTIPETTFQTVSWHFCIALGYTNSCLNPVLYAFLDENFKRCFREFCIPTSSNIEQQNSTRIRQNTRDHPSTANTVDRTNHQLENLEAETAPLP. The pIC50 is 8.5.